This data is from Full USPTO retrosynthesis dataset with 1.9M reactions from patents (1976-2016). The task is: Predict the reactants needed to synthesize the given product. (1) The reactants are: [F:1][C:2]1[CH:11]=[C:10]2[C:5]([CH:6]([C:14]([OH:16])=[O:15])[CH2:7][C:8]([CH3:13])([CH3:12])[O:9]2)=[CH:4][CH:3]=1.[Si](C=[N+]=[N-])(C)(C)[CH3:18]. Given the product [F:1][C:2]1[CH:11]=[C:10]2[C:5]([CH:6]([C:14]([O:16][CH3:18])=[O:15])[CH2:7][C:8]([CH3:13])([CH3:12])[O:9]2)=[CH:4][CH:3]=1, predict the reactants needed to synthesize it. (2) Given the product [F:28][C:29]1[CH:36]=[C:35]([O:37][CH3:38])[CH:34]=[C:33]([F:39])[C:30]=1[CH2:31][N:32]1[C:2]2[N:3]=[CH:4][CH:5]=[CH:6][C:7]=2[S:8](=[O:9])(=[O:10])[N:11]([C:12]2[CH:17]=[N:16][C:15]([NH:43][CH3:47])=[C:14]([CH3:27])[CH:13]=2)[C:49]1=[O:50], predict the reactants needed to synthesize it. The reactants are: Cl[C:2]1[C:7]([S:8]([NH:11][C:12]2[CH:13]=[C:14]([CH3:27])[C:15](CNC(=O)OC(C)(C)C)=[N:16][CH:17]=2)(=[O:10])=[O:9])=[CH:6][CH:5]=[CH:4][N:3]=1.[F:28][C:29]1[CH:36]=[C:35]([O:37][CH3:38])[CH:34]=[C:33]([F:39])[C:30]=1[CH2:31][NH2:32].C([N:43]([CH2:47]C)C(C)C)(C)C.[C:49](N1C=CN=C1)(N1C=CN=C1)=[O:50].C(N(CC)CC)C.FC1C=C(OC)C=C(F)C=1CN1C2N=CC=CC=2S(=O)(=O)N(C2C=CC(OC)=C(OC)C=2)C1=O.C(O)(C(F)(F)F)=O.FC1C=C(OC)C=C(F)C=1CN1C2C=CC=CC=2S(=O)(=O)N(C2C=CC(OC)=C(NC)N=2)C1=O.